This data is from Forward reaction prediction with 1.9M reactions from USPTO patents (1976-2016). The task is: Predict the product of the given reaction. (1) The product is: [CH:26]1([CH2:25][O:45][NH:44][C:19]([C:10]2[C:9]([NH:8][C:5]3[CH:6]=[CH:7][C:2]([Br:1])=[CH:3][C:4]=3[Cl:22])=[C:17]([F:18])[C:13]3[N:14]=[CH:15][NH:16][C:12]=3[CH:11]=2)=[O:20])[CH2:27][CH2:28]1. Given the reactants [Br:1][C:2]1[CH:7]=[CH:6][C:5]([NH:8][C:9]2[C:10]([C:19](O)=[O:20])=[CH:11][C:12]3[NH:16][CH:15]=[N:14][C:13]=3[C:17]=2[F:18])=[C:4]([Cl:22])[CH:3]=1.C1C=[CH:25][C:26]2N(O)N=N[C:27]=2[CH:28]=1.C(N(CC)CC)C.Cl.C1([N:44](C)[OH:45])CC1.CCN=C=NCCCN(C)C, predict the reaction product. (2) Given the reactants [F:1][C:2]([F:25])([F:24])[C:3]1[CH:4]=[C:5]([NH:13][C:14](SC)=[C:15]([S:18]([CH3:21])(=[O:20])=[O:19])[C:16]#[N:17])[CH:6]=[C:7]([C:9]([F:12])([F:11])[F:10])[CH:8]=1, predict the reaction product. The product is: [F:12][C:9]([F:11])([F:10])[C:7]1[CH:6]=[C:5]([NH:13][C:14]([NH:13][CH:5]([CH3:6])[CH3:4])=[C:15]([S:18]([CH3:21])(=[O:19])=[O:20])[C:16]#[N:17])[CH:4]=[C:3]([C:2]([F:24])([F:25])[F:1])[CH:8]=1. (3) Given the reactants CC[N+](S(N=C(OC)[O-])(=O)=O)(CC)CC.[C:16]([C@@H:19]1[CH2:24][CH2:23][CH2:22][CH2:21][C@H:20]1[NH:25][C:26](=[O:32])[O:27][C:28]([CH3:31])([CH3:30])[CH3:29])(=O)[NH2:17], predict the reaction product. The product is: [C:16]([C@@H:19]1[CH2:24][CH2:23][CH2:22][CH2:21][C@H:20]1[NH:25][C:26](=[O:32])[O:27][C:28]([CH3:30])([CH3:29])[CH3:31])#[N:17]. (4) The product is: [Cl:39][CH:10]1[C:11]2[C:16](=[CH:15][C:14]3[CH:17]=[CH:18][CH:19]=[CH:20][C:13]=3[C:12]=2[OH:21])[N:8]([C:6]([O:5][CH3:1])=[O:7])[CH2:9]1. Given the reactants [C:1]([O:5][C:6]([N:8]1[C:16]2[C:11](=[C:12]([O:21]COC)[C:13]3[CH:20]=[CH:19][CH:18]=[CH:17][C:14]=3[CH:15]=2)[CH:10](CCl)[CH2:9]1)=[O:7])(C)(C)C.Cl.CCOC(C)=O.C([O-])(O)=O.[Na+].[Cl:39]C(OC)=O, predict the reaction product. (5) Given the reactants C(OC([N:8]1[CH2:13][CH2:12][C:11](=O)[CH2:10][CH2:9]1)=O)(C)(C)C.[CH2:15]([NH2:22])[C:16]1[CH:21]=[CH:20][CH:19]=[CH:18][CH:17]=1.[Cl:23][C:24]1[CH:29]=[CH:28][C:27]([CH:30]=[CH:31][N+]([O-])=O)=[CH:26][C:25]=1[Cl:35], predict the reaction product. The product is: [CH2:15]([N:22]1[C:11]2[CH2:10][CH2:9][NH:8][CH2:13][C:12]=2[C:30]([C:27]2[CH:28]=[CH:29][C:24]([Cl:23])=[C:25]([Cl:35])[CH:26]=2)=[CH:31]1)[C:16]1[CH:21]=[CH:20][CH:19]=[CH:18][CH:17]=1. (6) Given the reactants [N:1]1[O:2][N:3]=[C:4]2[CH:9]=[C:8](B(O)O)[CH:7]=[CH:6][C:5]=12.I[C:14]1[C:22]2[C:17](=[N:18][CH:19]=[N:20][C:21]=2[NH2:23])[N:16]([CH:24]([CH3:26])[CH3:25])[N:15]=1.C([O-])([O-])=O.[Na+].[Na+], predict the reaction product. The product is: [N:3]1[O:2][N:1]=[C:5]2[CH:6]=[CH:7][C:8]([C:14]3[C:22]4[C:17](=[N:18][CH:19]=[N:20][C:21]=4[NH2:23])[N:16]([CH:24]([CH3:26])[CH3:25])[N:15]=3)=[CH:9][C:4]=12.